Dataset: CYP1A2 inhibition data for predicting drug metabolism from PubChem BioAssay. Task: Regression/Classification. Given a drug SMILES string, predict its absorption, distribution, metabolism, or excretion properties. Task type varies by dataset: regression for continuous measurements (e.g., permeability, clearance, half-life) or binary classification for categorical outcomes (e.g., BBB penetration, CYP inhibition). Dataset: cyp1a2_veith. (1) The compound is COc1ccccc1CCNCc1cc2c(cc1[N+](=O)[O-])OCO2. The result is 1 (inhibitor). (2) The molecule is Cc1cnn(-c2cc(N/N=C/c3ccccc3)ncn2)c1. The result is 1 (inhibitor). (3) The drug is CC1(C)O[C@@H]2O[C@H]([C@H](O)CO/N=C3\[C@@H]4CCn5c(=O)n(-c6ccccc6)c(=O)n5[C@H]4[C@H](O)[C@H]4O[C@H]34)[C@@H](O)[C@@H]2O1. The result is 0 (non-inhibitor). (4) The molecule is CN(C)CCNc1ccccn1. The result is 0 (non-inhibitor).